Dataset: Catalyst prediction with 721,799 reactions and 888 catalyst types from USPTO. Task: Predict which catalyst facilitates the given reaction. (1) Reactant: Cl.Cl.[CH2:3]([C:5]1[N:9]([C:10]2[N:18]=[C:17]3[C:13]([N:14]=[C:15]([C:20]4([OH:26])[CH2:25][CH2:24][CH2:23][NH:22][CH2:21]4)[N:16]3[CH3:19])=[C:12]([N:27]3[CH2:32][CH2:31][O:30][CH2:29][CH2:28]3)[N:11]=2)[C:8]2[CH:33]=[CH:34][CH:35]=[CH:36][C:7]=2[N:6]=1)[CH3:4].CCN(C(C)C)C(C)C.[CH3:46][S:47](Cl)(=[O:49])=[O:48]. Product: [CH2:3]([C:5]1[N:9]([C:10]2[N:18]=[C:17]3[C:13]([N:14]=[C:15]([C:20]4([OH:26])[CH2:25][CH2:24][CH2:23][N:22]([S:47]([CH3:46])(=[O:49])=[O:48])[CH2:21]4)[N:16]3[CH3:19])=[C:12]([N:27]3[CH2:28][CH2:29][O:30][CH2:31][CH2:32]3)[N:11]=2)[C:8]2[CH:33]=[CH:34][CH:35]=[CH:36][C:7]=2[N:6]=1)[CH3:4]. The catalyst class is: 1. (2) Reactant: [NH:1]1[C:5]2[CH:6]=[CH:7][CH:8]=[CH:9][C:4]=2[N:3]=[C:2]1[CH2:10][OH:11].[Si:12](Cl)([C:15]([CH3:18])([CH3:17])[CH3:16])([CH3:14])[CH3:13]. Product: [Si:12]([O:11][CH2:10][C:2]1[NH:3][C:4]2[CH:9]=[CH:8][CH:7]=[CH:6][C:5]=2[N:1]=1)([C:15]([CH3:18])([CH3:17])[CH3:16])([CH3:14])[CH3:13]. The catalyst class is: 17. (3) Reactant: [Br:1][C:2]1[C:3]([NH2:9])=[N:4][C:5](Cl)=[N:6][CH:7]=1.[NH:10]1[CH2:15][CH2:14][O:13][CH2:12][CH2:11]1. Product: [Br:1][C:2]1[C:3]([NH2:9])=[N:4][C:5]([N:10]2[CH2:15][CH2:14][O:13][CH2:12][CH2:11]2)=[N:6][CH:7]=1. The catalyst class is: 25.